Dataset: Full USPTO retrosynthesis dataset with 1.9M reactions from patents (1976-2016). Task: Predict the reactants needed to synthesize the given product. (1) Given the product [Br:1][C:2]1[CH:7]=[C:6]([N+:10]([O-:12])=[O:11])[C:5]([OH:8])=[C:4]([CH3:9])[CH:3]=1, predict the reactants needed to synthesize it. The reactants are: [Br:1][C:2]1[CH:7]=[CH:6][C:5]([OH:8])=[C:4]([CH3:9])[CH:3]=1.[N:10]([O-:12])=[O:11].[Na+].C(OC(C)C)(C)C.S(=O)(=O)(O)O. (2) Given the product [C:1]([N:39]1[CH2:40][CH2:41][C:37]([C:31]2[CH:32]=[CH:33][CH:34]=[CH:35][CH:36]=2)([CH2:42][CH2:43][OH:44])[CH2:38]1)(=[O:10])[C:2]1[CH:7]=[CH:6][CH:5]=[CH:4][CH:3]=1, predict the reactants needed to synthesize it. The reactants are: [C:1]([C@](C(O)=O)(O)[C@](C(=O)C1C=CC(OC)=CC=1)(O)C(O)=O)(=[O:10])[C:2]1[CH:7]=[CH:6][C:5](OC)=[CH:4][CH:3]=1.[C:31]1([C:37]2([CH2:42][CH2:43][OH:44])[CH2:41][CH2:40][NH:39][CH2:38]2)[CH:36]=[CH:35][CH:34]=[CH:33][CH:32]=1.C(OCC)(=O)C.CCCCCC.C(=O)(O)[O-].[Na+].C(Cl)(=O)C1C=CC=CC=1. (3) Given the product [CH3:1][C:2]1[CH:7]=[C:6]([N+:8]([O-:10])=[O:9])[CH:5]=[CH:4][C:3]=1[N:11]=[C:12]1[N:16]([CH2:20][CH:21]([CH3:23])[CH3:22])[C@H:15]([CH:17]([CH3:19])[CH3:18])[CH2:14][S:13]1, predict the reactants needed to synthesize it. The reactants are: [CH3:1][C:2]1[CH:7]=[C:6]([N+:8]([O-:10])=[O:9])[CH:5]=[CH:4][C:3]=1[N:11]=[C:12]1[NH:16][C@H:15]([CH:17]([CH3:19])[CH3:18])[CH2:14][S:13]1.[CH2:20](Br)[CH:21]([CH3:23])[CH3:22]. (4) The reactants are: [NH2:1][C:2]1[CH:7]=[CH:6][CH:5]=[CH:4][CH:3]=1.C(N(CC)CC)C.Cl[C:16](=[O:22])[CH2:17][C:18]([O:20][CH3:21])=[O:19]. Given the product [CH3:21][O:20][C:18](=[O:19])[CH2:17][C:16]([NH:1][C:2]1[CH:7]=[CH:6][CH:5]=[CH:4][CH:3]=1)=[O:22], predict the reactants needed to synthesize it. (5) Given the product [CH3:19][C:6]1[C:5]2[C:10](=[CH:11][C:2]([O:1][C:27]([N:29]3[CH2:34][CH2:33][O:32][CH2:31][CH2:30]3)=[O:28])=[CH:3][CH:4]=2)[O:9][C:8](=[O:12])[C:7]=1[C:13]1[CH:14]=[CH:15][CH:16]=[CH:17][CH:18]=1, predict the reactants needed to synthesize it. The reactants are: [OH:1][C:2]1[CH:11]=[C:10]2[C:5]([C:6]([CH3:19])=[C:7]([C:13]3[CH:18]=[CH:17][CH:16]=[CH:15][CH:14]=3)[C:8](=[O:12])[O:9]2)=[CH:4][CH:3]=1.[I-].C[N+]1C=CN([C:27]([N:29]2[CH2:34][CH2:33][O:32][CH2:31][CH2:30]2)=[O:28])C=1. (6) Given the product [ClH:1].[NH:9]1[CH2:12][CH:11]([C:13]2[C:14]([C:19]3[CH:24]=[CH:23][CH:22]=[CH:21][CH:20]=3)=[N:15][CH:16]=[CH:17][CH:18]=2)[CH2:10]1, predict the reactants needed to synthesize it. The reactants are: [ClH:1].C(OC([N:9]1[CH2:12][CH:11]([C:13]2[C:14]([C:19]3[CH:24]=[CH:23][CH:22]=[CH:21][CH:20]=3)=[N:15][CH:16]=[CH:17][CH:18]=2)[CH2:10]1)=O)(C)(C)C. (7) Given the product [F:1][C:2]1[CH:8]=[CH:7][C:5]([NH:6][C:10]2[CH:11]=[CH:12][CH:13]=[C:14]([NH:16][C:17]3[CH:22]=[CH:21][C:20]([N:23]4[CH:27]=[C:26]([CH3:28])[N:25]=[CH:24]4)=[C:19]([O:29][CH3:30])[CH:18]=3)[N:15]=2)=[CH:4][CH:3]=1, predict the reactants needed to synthesize it. The reactants are: [F:1][C:2]1[CH:8]=[CH:7][C:5]([NH2:6])=[CH:4][CH:3]=1.Cl[C:10]1[N:15]=[C:14]([NH:16][C:17]2[CH:22]=[CH:21][C:20]([N:23]3[CH:27]=[C:26]([CH3:28])[N:25]=[CH:24]3)=[C:19]([O:29][CH3:30])[CH:18]=2)[CH:13]=[CH:12][CH:11]=1.